Dataset: Forward reaction prediction with 1.9M reactions from USPTO patents (1976-2016). Task: Predict the product of the given reaction. (1) Given the reactants [C:1]([C:5]1[N:6]([CH3:12])[C:7](I)=[C:8]([I:10])[N:9]=1)([CH3:4])([CH3:3])[CH3:2].CC[Mg+].[Br-].CCOCC, predict the reaction product. The product is: [C:1]([C:5]1[N:6]([CH3:12])[CH:7]=[C:8]([I:10])[N:9]=1)([CH3:4])([CH3:2])[CH3:3]. (2) Given the reactants [N:1]([CH2:4][C@@H:5]([OH:21])[C@@H:6]([NH:9][S:10]([C:13]1[CH:18]=[CH:17][C:16]([F:19])=[CH:15][C:14]=1[Cl:20])(=[O:12])=[O:11])[CH2:7][OH:8])=[N+]=[N-].[S:22]1[C:26]2[CH:27]=[CH:28][CH:29]=[CH:30][C:25]=2[CH:24]=[C:23]1[C:31]([NH:33][C@H:34]([C:39](O)=[O:40])[CH2:35][CH:36]([CH3:38])[CH3:37])=[O:32].C1C=C2C(N(O)N=NC2=CC=1)=O.CN1CCOCC1.CCN=C=NCCCN(C)C.Cl, predict the reaction product. The product is: [Cl:20][C:14]1[CH:15]=[C:16]([F:19])[CH:17]=[CH:18][C:13]=1[S:10]([NH:9][C@@H:6]([CH2:7][OH:8])[C@H:5]([OH:21])[CH2:4][NH:1][C:39]([C@@H:34]([NH:33][C:31]([C:23]1[S:22][C:26]2[CH:27]=[CH:28][CH:29]=[CH:30][C:25]=2[CH:24]=1)=[O:32])[CH2:35][CH:36]([CH3:38])[CH3:37])=[O:40])(=[O:12])=[O:11].